From a dataset of M1 muscarinic receptor antagonist screen with 61,756 compounds. Binary Classification. Given a drug SMILES string, predict its activity (active/inactive) in a high-throughput screening assay against a specified biological target. (1) The compound is O1CC(=O)/C(=C(/Nc2c(OC)ccc(OC)c2)C)C1=O. The result is 0 (inactive). (2) The molecule is O=c1n2c(nc3c1C1(CCCC1)Cc1c3cccc1)CCCCC2. The result is 1 (active). (3) The drug is s1c(NC(=O)c2ccc(OC)cc2)nnc1C(F)(F)F. The result is 0 (inactive).